Dataset: Full USPTO retrosynthesis dataset with 1.9M reactions from patents (1976-2016). Task: Predict the reactants needed to synthesize the given product. (1) Given the product [ClH:34].[CH3:26][N:24]1[NH:23][N:22]=[C:21]([C:18]2[CH:19]=[CH:20][C:15]([NH:14][CH:11]3[CH2:12][CH2:13][NH:8][CH2:9][CH2:10]3)=[CH:16][CH:17]=2)[NH:25]1.[ClH:34], predict the reactants needed to synthesize it. The reactants are: C(OC([N:8]1[CH2:13][CH2:12][CH:11]([NH:14][C:15]2[CH:20]=[CH:19][C:18]([C:21]3[NH:25][N:24]([CH3:26])[NH:23][N:22]=3)=[CH:17][CH:16]=2)[CH2:10][CH2:9]1)=O)(C)(C)C.FC(F)(F)C(O)=O.[Cl:34]CCl. (2) Given the product [O:7]=[C:6]1[C:8]2[C:13](=[CH:12][CH:11]=[N:10][CH:9]=2)[NH:3][CH:4]([CH3:15])[CH2:5]1, predict the reactants needed to synthesize it. The reactants are: Cl.Cl.[NH2:3][CH:4]([CH3:15])[CH2:5][C:6]([C:8]1[CH:9]=[N:10][CH:11]=[CH:12][C:13]=1Cl)=[O:7].C(N(C(C)C)CC)(C)C. (3) Given the product [CH3:17][O:16][CH:14]([CH3:15])[CH2:13][CH2:12][CH2:11][CH2:10][CH2:9][OH:8], predict the reactants needed to synthesize it. The reactants are: C([Si]([O:8][CH2:9][CH2:10][CH2:11][CH2:12][CH2:13][CH:14]([O:16][CH3:17])[CH3:15])(C)C)(C)(C)C.[F-].C([N+](CCCC)(CCCC)CCCC)CCC. (4) Given the product [CH:22]1([NH:18][C:13]([CH:10]2[CH2:11][CH2:12][N:8]([C:6]([O:5][C:1]([CH3:2])([CH3:3])[CH3:4])=[O:7])[CH2:9]2)=[O:15])[CH2:24][CH2:23]1, predict the reactants needed to synthesize it. The reactants are: [C:1]([O:5][C:6]([N:8]1[CH2:12][CH2:11][CH:10]([C:13]([OH:15])=O)[CH2:9]1)=[O:7])([CH3:4])([CH3:3])[CH3:2].CC[N:18]([CH:22]([CH3:24])[CH3:23])C(C)C.CN(C(ON1N=NC2C=CC=NC1=2)=[N+](C)C)C.F[P-](F)(F)(F)(F)F.C1(N)CC1. (5) The reactants are: [Br:1][C:2]1[C:3]([C@@H:14]([NH:24][C:25](=[O:31])[O:26][C:27]([CH3:30])([CH3:29])[CH3:28])[CH2:15][C:16]2[CH:21]=[C:20]([F:22])[CH:19]=[C:18]([F:23])[CH:17]=2)=[N:4][CH:5]=[C:6](C#CC(O)(C)C)[CH:7]=1.[CH3:32][C:33]([OH:37])([C:35]#[CH:36])[CH3:34].BrC1C([C@@H](NC(=O)OC(C)(C)C)CC2C=C(F)C=C(F)C=2)=NC(Br)=CC=1.CC(O)(C#C)C.N[C@H](C1N=C(C#CC(C)(O)C)C=CC=1Br)CC1C=C(F)C=C(F)C=1.Cl. Given the product [Br:1][C:2]1[C:3]([C@@H:14]([NH:24][C:25](=[O:31])[O:26][C:27]([CH3:29])([CH3:28])[CH3:30])[CH2:15][C:16]2[CH:21]=[C:20]([F:22])[CH:19]=[C:18]([F:23])[CH:17]=2)=[N:4][C:5]([C:36]#[C:35][C:33]([OH:37])([CH3:34])[CH3:32])=[CH:6][CH:7]=1, predict the reactants needed to synthesize it. (6) Given the product [N:1]1[C:2]([C:10]2[CH:11]=[C:12]([NH:38][C:41](=[O:26])[O:47][C:44]([CH3:46])([CH3:45])[CH3:43])[CH:16]=[CH:17][CH:18]=2)=[CH:3][N:4]2[C:9]=1[CH:8]=[CH:7][CH:6]=[N:5]2, predict the reactants needed to synthesize it. The reactants are: [N:1]1[C:2]([C:10]2[CH:11]=[C:12]([CH:16]=[CH:17][CH:18]=2)C(O)=O)=[CH:3][N:4]2[C:9]=1[CH:8]=[CH:7][CH:6]=[N:5]2.C1C=CC(P(N=[N+]=[N-])(C2C=CC=CC=2)=[O:26])=CC=1.CC[N:38]([CH2:41]C)CC.[CH3:43][C:44]([OH:47])([CH3:46])[CH3:45].